Dataset: Reaction yield outcomes from USPTO patents with 853,638 reactions. Task: Predict the reaction yield, written as a fraction of the theoretical maximum amount of product (1.0 means a 100% yield; for example, 0.34 means a 34% yield). (1) The reactants are C1CO[C:8]23OCCO[C:3]2([C@:4]2([CH2:27][CH2:26][C@H:25]4[C@@H:15]([CH2:16][C@H:17]([CH:28]=[CH2:29])[CH:18]5[C@:23]4([CH3:24])[CH2:22][CH2:21][CH2:20][CH2:19]5)[C@@H:6]2[CH2:7]3)[CH3:5])[O:2]1.C([C@@H]1C2[C@](C)(CCC(=[O:50])C2)[C@@H]2[C@H]([C@H]3[C@@](CC2)(C)C(=O)CC3)C1)#N. No catalyst specified. The product is [CH:28]([C@@H:17]1[CH:18]2[C@:23]([CH3:24])([CH2:22][CH2:21][C:20](=[O:50])[CH2:19]2)[C@@H:25]2[C@H:15]([C@H:6]3[C@@:4]([CH2:27][CH2:26]2)([CH3:5])[C:3](=[O:2])[CH2:8][CH2:7]3)[CH2:16]1)=[CH2:29]. The yield is 0.920. (2) The reactants are [F:1][C:2]1[CH:7]=[CH:6][C:5]([C:8]([F:11])([F:10])[F:9])=[CH:4][C:3]=1[NH:12][C:13]([NH:15][C:16]1[CH:17]=[C:18]([C:22]#[C:23][C:24]([NH2:26])=[O:25])[CH:19]=[CH:20][CH:21]=1)=[O:14].I[C:28]1[CH:33]=[CH:32][CH:31]=[CH:30][CH:29]=1.C(NCC)C.C(O)=O. The catalyst is CCOC(C)=O.C1C=CC(/C=C/C(/C=C/C2C=CC=CC=2)=O)=CC=1.C1C=CC(/C=C/C(/C=C/C2C=CC=CC=2)=O)=CC=1.[Pd]. The product is [F:1][C:2]1[CH:7]=[CH:6][C:5]([C:8]([F:11])([F:9])[F:10])=[CH:4][C:3]=1[NH:12][C:13]([NH:15][C:16]1[CH:17]=[C:18](/[C:22](/[C:28]2[CH:33]=[CH:32][CH:31]=[CH:30][CH:29]=2)=[CH:23]\[C:24]([NH2:26])=[O:25])[CH:19]=[CH:20][CH:21]=1)=[O:14]. The yield is 0.200.